Predict the reactants needed to synthesize the given product. From a dataset of Full USPTO retrosynthesis dataset with 1.9M reactions from patents (1976-2016). (1) Given the product [CH3:7][N:4]1[CH2:5][CH2:6][C@:2]2([N:1]=[C:11]([C:12]3[CH:17]=[C:16]([C:18]4[CH:23]=[CH:22][CH:21]=[C:20]([O:24][C:25]([F:28])([F:27])[F:26])[CH:19]=4)[CH:15]=[CH:14][N:13]=3)[CH2:10][CH2:9]2)[C:3]1=[O:8], predict the reactants needed to synthesize it. The reactants are: [NH2:1][C@@:2]1([CH2:9][C:10]#[C:11][C:12]2[CH:17]=[C:16]([C:18]3[CH:23]=[CH:22][CH:21]=[C:20]([O:24][C:25]([F:28])([F:27])[F:26])[CH:19]=3)[CH:15]=[CH:14][N:13]=2)[CH2:6][CH2:5][N:4]([CH3:7])[C:3]1=[O:8].N. (2) Given the product [OH:34][CH:33]([C:28]1[CH:29]=[CH:30][CH:31]=[CH:32][N:27]=1)[C:2]1[CH:21]=[CH:20][C:5]([C:6]([NH:8][C:9]2[S:10][C:11]3[CH:17]=[C:16]([O:18][CH3:19])[CH:15]=[CH:14][C:12]=3[N:13]=2)=[O:7])=[CH:4][CH:3]=1, predict the reactants needed to synthesize it. The reactants are: Br[C:2]1[CH:21]=[CH:20][C:5]([C:6]([NH:8][C:9]2[S:10][C:11]3[CH:17]=[C:16]([O:18][CH3:19])[CH:15]=[CH:14][C:12]=3[N:13]=2)=[O:7])=[CH:4][CH:3]=1.C([Li])CCC.[N:27]1[CH:32]=[CH:31][CH:30]=[CH:29][C:28]=1[CH:33]=[O:34].[Cl-].[NH4+].